Dataset: Blood-brain barrier permeability classification from the B3DB database. Task: Regression/Classification. Given a drug SMILES string, predict its absorption, distribution, metabolism, or excretion properties. Task type varies by dataset: regression for continuous measurements (e.g., permeability, clearance, half-life) or binary classification for categorical outcomes (e.g., BBB penetration, CYP inhibition). Dataset: b3db_classification. (1) The compound is CC(Cl)Cl. The result is 1 (penetrates BBB). (2) The drug is Cc1oc(=O)oc1COC(=O)C1N2C(=O)C(NC(=O)C(N)c3ccccc3)C2SC1(C)C. The result is 0 (does not penetrate BBB).